Dataset: Forward reaction prediction with 1.9M reactions from USPTO patents (1976-2016). Task: Predict the product of the given reaction. (1) Given the reactants [C:1]1([C:7](=[N:9][OH:10])[CH3:8])[CH:6]=[CH:5][CH:4]=[CH:3][CH:2]=1.C[O:12][C:13](=[O:25])[C:14]1[CH:19]=[CH:18][C:17]([O:20][CH2:21][CH2:22]Br)=[CH:16][C:15]=1[OH:24].[OH-].[Na+], predict the reaction product. The product is: [OH:24][C:15]1[CH:16]=[C:17]([O:20][CH2:21][CH2:22][O:10][N:9]=[C:7]([C:1]2[CH:6]=[CH:5][CH:4]=[CH:3][CH:2]=2)[CH3:8])[CH:18]=[CH:19][C:14]=1[C:13]([OH:25])=[O:12]. (2) Given the reactants [CH3:1][O:2][C:3]1[CH:8]=[CH:7][C:6]([SH:9])=[CH:5][CH:4]=1.C(=O)([O-])[O-].[K+].[K+].Cl[C:17]1[C:18]([C:24]([O:26][C:27]([CH3:30])([CH3:29])[CH3:28])=[O:25])=[N:19][C:20]([Cl:23])=[CH:21][CH:22]=1.C(Cl)(Cl)Cl, predict the reaction product. The product is: [Cl:23][C:20]1[N:19]=[C:18]([C:24]([O:26][C:27]([CH3:30])([CH3:29])[CH3:28])=[O:25])[C:17]([S:9][C:6]2[CH:7]=[CH:8][C:3]([O:2][CH3:1])=[CH:4][CH:5]=2)=[CH:22][CH:21]=1. (3) Given the reactants C(=O)([O-])[O-].[Na+].[Na+].Cl[C:8]1[C:17]2[C:12](=[CH:13][CH:14]=[C:15]([O:18][CH3:19])[CH:16]=2)[N:11]=[CH:10][CH:9]=1.[CH2:20](B(CC)CC)[CH3:21].CCCCCC, predict the reaction product. The product is: [CH2:20]([C:8]1[C:17]2[C:12](=[CH:13][CH:14]=[C:15]([O:18][CH3:19])[CH:16]=2)[N:11]=[CH:10][CH:9]=1)[CH3:21]. (4) Given the reactants Cl[C:2]1[S:6][N:5]=[C:4]([S:7][CH2:8][O:9][CH2:10][CH3:11])[N:3]=1.[CH3:12][C:13]1([CH3:20])[O:17][CH:16]([CH2:18][OH:19])[CH2:15][O:14]1.[H-].[Na+].[Cl-].[Na+], predict the reaction product. The product is: [CH3:12][C:13]1([CH3:20])[O:17][CH:16]([CH2:18][O:19][C:2]2[S:6][N:5]=[C:4]([S:7][CH2:8][O:9][CH2:10][CH3:11])[N:3]=2)[CH2:15][O:14]1. (5) The product is: [Br:1][C:2]1[C:3]([N:21]2[CH2:26][CH2:25][N:24]([CH2:27][C:28]3[CH:29]=[N:30][CH:31]=[CH:32][CH:33]=3)[CH2:23][CH2:22]2)=[C:4]2[N:10]=[C:9]([C:11]3[CH:16]=[C:15]([CH2:36][N:52]([CH3:57])[CH3:53])[CH:14]=[CH:13][CH:12]=3)[NH:8][C:5]2=[N:6][CH:7]=1. Given the reactants [Br:1][C:2]1[C:3]([N:21]2[CH2:26][CH2:25][N:24]([CH2:27][C:28]3[CH:29]=[N:30][CH:31]=[CH:32][CH:33]=3)[CH2:23][CH2:22]2)=[C:4]2[N:10]=[C:9]([C:11]3[CH:16]=[CH:15][C:14](CN(C)C)=[CH:13][CH:12]=3)[NH:8][C:5]2=[N:6][CH:7]=1.BrC1[C:36]([N:52]2[CH2:57][CH2:53][N:52]([CH2:57]C3C=NC=CC=3)[CH2:36][CH2:53]2)=C2N=C(C3C=C(CN)C=CC=3)NC2=NC=1.C=O.[BH3-]C#N.[Na+], predict the reaction product. (6) The product is: [CH3:24][O:25][C:26]1[N:31]=[CH:30][C:29]([C:32]2[N:33]([C:46]3[CH:51]=[CH:50][CH:49]=[CH:48][CH:47]=3)[CH:34]=[C:35]([C:37]([N:39]3[CH2:44][CH2:43][N:42]([CH3:3])[CH2:41][CH:40]3[CH3:45])=[O:38])[N:36]=2)=[CH:28][CH:27]=1. Given the reactants C=O.[C:3](O[BH-](OC(=O)C)OC(=O)C)(=O)C.[Na+].FC(F)(F)C(O)=O.[CH3:24][O:25][C:26]1[N:31]=[CH:30][C:29]([C:32]2[N:33]([C:46]3[CH:51]=[CH:50][CH:49]=[CH:48][CH:47]=3)[CH:34]=[C:35]([C:37]([N:39]3[CH2:44][CH2:43][NH:42][CH2:41][CH:40]3[CH3:45])=[O:38])[N:36]=2)=[CH:28][CH:27]=1, predict the reaction product. (7) Given the reactants [CH2:1]([N:8]1[C:16]2[C:11](=[CH:12][CH:13]=[C:14]([Br:17])[CH:15]=2)[C:10]([S:18][C:19]2[CH:20]=[C:21]([CH:25]=[CH:26][CH:27]=2)[C:22](O)=[O:23])=[C:9]1[CH3:28])[C:2]1[CH:7]=[CH:6][CH:5]=[CH:4][CH:3]=1.[CH3:29][N:30]([CH3:34])[CH2:31][CH2:32][NH2:33], predict the reaction product. The product is: [CH2:1]([N:8]1[C:16]2[C:11](=[CH:12][CH:13]=[C:14]([Br:17])[CH:15]=2)[C:10]([S:18][C:19]2[CH:20]=[C:21]([CH:25]=[CH:26][CH:27]=2)[C:22]([NH:33][CH2:32][CH2:31][N:30]([CH3:34])[CH3:29])=[O:23])=[C:9]1[CH3:28])[C:2]1[CH:7]=[CH:6][CH:5]=[CH:4][CH:3]=1.